Predict the reaction yield, written as a fraction of the theoretical maximum amount of product (1.0 means a 100% yield; for example, 0.34 means a 34% yield). From a dataset of Reaction yield outcomes from USPTO patents with 853,638 reactions. (1) The reactants are C([O:5][C:6]([C@H:8]1[CH2:12][CH2:11][CH2:10][N:9]1[C:13](=[O:35])[CH2:14][CH2:15][N:16]([CH2:19][CH2:20][C:21]([N:23]1[CH2:27][CH2:26][CH2:25][C@@H:24]1[C:28]([O:30]C(C)(C)C)=[O:29])=[O:22])[CH2:17][CH3:18])=[O:7])(C)(C)C.[F:36][C:37]([F:42])([F:41])[C:38]([OH:40])=[O:39]. The catalyst is ClCCl.O. The product is [F:36][C:37]([F:42])([F:41])[C:38]([OH:40])=[O:39].[CH2:17]([N:16]([CH2:15][CH2:14][C:13]([N:9]1[CH2:10][CH2:11][CH2:12][C@@H:8]1[C:6]([OH:7])=[O:5])=[O:35])[CH2:19][CH2:20][C:21]([N:23]1[CH2:27][CH2:26][CH2:25][C@@H:24]1[C:28]([OH:30])=[O:29])=[O:22])[CH3:18]. The yield is 0.970. (2) The reactants are [CH2:1]([O:8][C:9]1[CH:14]=[CH:13][C:12](Br)=[CH:11][CH:10]=1)[C:2]1[CH:7]=[CH:6][CH:5]=[CH:4][CH:3]=1.C([Li])CCC.[CH2:21]([C:23]1[C:32]2[C:27](=[CH:28][CH:29]=[C:30]([O:33][CH3:34])[CH:31]=2)[O:26][CH:25]([OH:35])[C:24]=1[C:36]1[CH:41]=[CH:40][CH:39]=[C:38]([O:42][CH3:43])[CH:37]=1)[CH3:22]. The catalyst is C1COCC1. The product is [CH2:1]([O:8][C:9]1[CH:14]=[CH:13][C:12]([C@@H:25]([OH:35])/[C:24](/[C:36]2[CH:41]=[CH:40][CH:39]=[C:38]([O:42][CH3:43])[CH:37]=2)=[C:23](\[C:32]2[CH:31]=[C:30]([O:33][CH3:34])[CH:29]=[CH:28][C:27]=2[OH:26])/[CH2:21][CH3:22])=[CH:11][CH:10]=1)[C:2]1[CH:7]=[CH:6][CH:5]=[CH:4][CH:3]=1. The yield is 0.523. (3) The yield is 0.470. No catalyst specified. The product is [C:2]1([CH3:1])[CH:7]=[CH:6][C:5]([C:8]2[N:12]([C:13]3[CH:18]=[C:24]([CH:16]=[CH:15][N:14]=3)[C:25]([OH:21])=[O:26])[N:11]=[CH:10][CH:9]=2)=[CH:4][CH:3]=1. The reactants are [CH3:1][C:2]1[CH:7]=[CH:6][C:5]([C:8]2[N:12]([C:13]3[CH:18]=C(C#N)[CH:16]=[CH:15][N:14]=3)[N:11]=[CH:10][CH:9]=2)=[CH:4][CH:3]=1.[OH-:21].[Na+].Cl.[CH3:24][CH2:25][OH:26]. (4) The reactants are [Br:1][C:2]1[CH:3]=[C:4]([NH:13][CH:14]2[CH2:19][CH2:18][O:17][CH2:16][CH2:15]2)[C:5]([CH3:12])=[C:6]([CH:11]=1)[C:7]([O:9][CH3:10])=[O:8].[CH:20]1([CH:23]=O)[CH2:22][CH2:21]1.C(O)(=O)C.C([BH3-])#N.[Na+]. The catalyst is CO. The product is [Br:1][C:2]1[CH:3]=[C:4]([N:13]([CH2:23][CH:20]2[CH2:22][CH2:21]2)[CH:14]2[CH2:19][CH2:18][O:17][CH2:16][CH2:15]2)[C:5]([CH3:12])=[C:6]([CH:11]=1)[C:7]([O:9][CH3:10])=[O:8]. The yield is 0.237. (5) The reactants are [NH2:1][CH2:2][C@@H:3]1[CH2:8][CH2:7][C@H:6]([NH:9][C:10]2[N:15]=[C:14]([N:16]([CH3:18])[CH3:17])[CH:13]=[CH:12][N:11]=2)[CH2:5][CH2:4]1.CCN(C(C)C)C(C)C.[O:28]([C:35]1[N:43]=[CH:42][CH:41]=[CH:40][C:36]=1[C:37]([Cl:39])=[O:38])[C:29]1[CH:34]=[CH:33][CH:32]=[CH:31][CH:30]=1.Cl. The catalyst is C(Cl)(Cl)Cl.CCOC(C)=O. The product is [ClH:39].[CH3:17][N:16]([CH3:18])[C:14]1[CH:13]=[CH:12][N:11]=[C:10]([NH:9][C@@H:6]2[CH2:5][CH2:4][C@H:3]([CH2:2][NH:1][C:37](=[O:38])[C:36]3[CH:40]=[CH:41][CH:42]=[N:43][C:35]=3[O:28][C:29]3[CH:30]=[CH:31][CH:32]=[CH:33][CH:34]=3)[CH2:8][CH2:7]2)[N:15]=1. The yield is 0.260.